Dataset: Reaction yield outcomes from USPTO patents with 853,638 reactions. Task: Predict the reaction yield, written as a fraction of the theoretical maximum amount of product (1.0 means a 100% yield; for example, 0.34 means a 34% yield). (1) The reactants are [NH2:1][C:2]1[CH:22]=[CH:21][C:5]([O:6][C:7]2[CH:12]=[CH:11][N:10]=[C:9]([NH:13][C:14]([N:16]3[CH2:20][CH2:19][CH2:18][CH2:17]3)=[O:15])[CH:8]=2)=[CH:4][C:3]=1[Cl:23].[C:24]1([CH2:30][C:31]([N:33]=[C:34]=[O:35])=[O:32])[CH:29]=[CH:28][CH:27]=[CH:26][CH:25]=1.O.CO. The catalyst is CN(C)C=O.FC1C=C(NC(NC(=O)CC2C=CC=CC=2)=S)C=CC=1OC1N=CN=C(NC(N2CCCC2)=O)C=1.C(OCC)(=O)C. The product is [Cl:23][C:3]1[CH:4]=[C:5]([CH:21]=[CH:22][C:2]=1[NH:1][C:34]([NH:33][C:31](=[O:32])[CH2:30][C:24]1[CH:25]=[CH:26][CH:27]=[CH:28][CH:29]=1)=[O:35])[O:6][C:7]1[CH:12]=[CH:11][N:10]=[C:9]([NH:13][C:14]([N:16]2[CH2:20][CH2:19][CH2:18][CH2:17]2)=[O:15])[CH:8]=1. The yield is 0.340. (2) The reactants are [CH3:1][C:2]1[C:16](=[O:17])[N:15]=[C:14]2[N:4]([C@@H:5]3[O:9][C@H:8]([CH2:10][OH:11])[C@@H:7]([OH:12])[C@@H:6]3[O:13]2)[CH:3]=1.[CH3:18][O:19][CH2:20][CH2:21][O:22]B([O:22][CH2:21][CH2:20][O:19][CH3:18])[O:22][CH2:21][CH2:20][O:19][CH3:18]. The product is [CH3:18][O:19][CH2:20][CH2:21][O:22][C@@H:6]1[C@H:7]([OH:12])[C@@H:8]([CH2:10][OH:11])[O:9][C@H:5]1[N:4]1[CH:3]=[C:2]([CH3:1])[C:16](=[O:17])[NH:15][C:14]1=[O:13]. The yield is 0.630. The catalyst is COCCO. (3) The reactants are [CH:1]1([C@@:7]([OH:36])([C:30]2[CH:35]=[CH:34][CH:33]=[CH:32][CH:31]=2)[C:8]2[CH:12]=[C:11]([CH2:13][N+:14]34[CH2:21][CH2:20][CH:17]([CH2:18][CH2:19]3)[C@@H:16]([O:22][C:23]3[CH:28]=[CH:27][CH:26]=[C:25]([F:29])[CH:24]=3)[CH2:15]4)[O:10][N:9]=2)[CH2:6][CH2:5][CH2:4][CH2:3][CH2:2]1.[Cl-].C1([C@@](O)(C2C=CC=CC=2)C2C=C(C[N+]34CCC(CC3)[C@@H](OC3C=CC=C(F)C=3)C4)ON=2)CCCCC1.[S:74]([CH2:78][CH2:79][OH:80])([O-:77])(=[O:76])=[O:75].[NH4+]. The catalyst is C(Cl)Cl.CO.O. The product is [OH:80][CH2:79][CH2:78][S:74]([O-:77])(=[O:76])=[O:75].[CH:30]1([C@@:7]([OH:36])([C:1]2[CH:2]=[CH:3][CH:4]=[CH:5][CH:6]=2)[C:8]2[CH:12]=[C:11]([CH2:13][N+:14]34[CH2:19][CH2:18][CH:17]([CH2:20][CH2:21]3)[C@@H:16]([O:22][C:23]3[CH:28]=[CH:27][CH:26]=[C:25]([F:29])[CH:24]=3)[CH2:15]4)[O:10][N:9]=2)[CH2:35][CH2:34][CH2:33][CH2:32][CH2:31]1. The yield is 0.820.